Task: Predict the reaction yield, written as a fraction of the theoretical maximum amount of product (1.0 means a 100% yield; for example, 0.34 means a 34% yield).. Dataset: Reaction yield outcomes from USPTO patents with 853,638 reactions (1) The reactants are [Cl:1][C:2]1[C:3]([NH:27][C:28]2[CH:33]=[CH:32][CH:31]=[CH:30][C:29]=2[C:34](=[O:37])[NH:35][CH3:36])=[N:4][C:5]([NH:8][C:9]2[CH:10]=[CH:11][C:12]3[CH2:18][N:17]([CH2:19][CH2:20][O:21]C(=O)C)[CH2:16][CH2:15][N:14]([CH3:25])[C:13]=3[CH:26]=2)=[N:6][CH:7]=1.ClC1C(NC2C=CC=CC=2C(NC)=O)=NC(NC2C=CC3CNCCN(C)C=3C=2)=NC=1.C(OCCBr)(=O)C.C(N(CC)CC)C. The catalyst is CO.ClCCl.CN(C=O)C. The product is [Cl:1][C:2]1[C:3]([NH:27][C:28]2[CH:33]=[CH:32][CH:31]=[CH:30][C:29]=2[C:34]([NH:35][CH3:36])=[O:37])=[N:4][C:5]([NH:8][C:9]2[CH:10]=[CH:11][C:12]3[CH2:18][N:17]([CH2:19][CH2:20][OH:21])[CH2:16][CH2:15][N:14]([CH3:25])[C:13]=3[CH:26]=2)=[N:6][CH:7]=1. The yield is 0.100. (2) The reactants are [NH2:1][C:2]1[CH:3]=[C:4]([S:8][C:9]2[CH:10]=[CH:11][C:12]3[N:13]([CH:15]=[C:16]([NH:18][C:19]([CH:21]4[CH2:23][CH2:22]4)=[O:20])[N:17]=3)[N:14]=2)[CH:5]=[CH:6][CH:7]=1.[C:24]([C:26]1([C:29]2[CH:30]=[C:31]([CH:35]=[CH:36][CH:37]=2)[C:32](O)=[O:33])[CH2:28][CH2:27]1)#[N:25].C(Cl)(=O)C(Cl)=O.O1CCCC1. The catalyst is CN(C)C=O.CN(C)C(=O)C. The product is [C:24]([C:26]1([C:29]2[CH:30]=[C:31]([CH:35]=[CH:36][CH:37]=2)[C:32]([NH:1][C:2]2[CH:7]=[CH:6][CH:5]=[C:4]([S:8][C:9]3[CH:10]=[CH:11][C:12]4[N:13]([CH:15]=[C:16]([NH:18][C:19]([CH:21]5[CH2:22][CH2:23]5)=[O:20])[N:17]=4)[N:14]=3)[CH:3]=2)=[O:33])[CH2:27][CH2:28]1)#[N:25]. The yield is 0.800. (3) The reactants are Cl.[C:2]([O:10][C@@H:11]1[C@@H:15]([CH2:16][OH:17])[CH2:14][C@@H:13]([NH2:18])[C@@H:12]1[O:19][C:20](=[O:27])[C:21]1[CH:26]=[CH:25][CH:24]=[CH:23][CH:22]=1)(=[O:9])[C:3]1[CH:8]=[CH:7][CH:6]=[CH:5][CH:4]=1.CCN(CC)CC.[C:35](Cl)(=[O:42])[C:36]1[CH:41]=[CH:40][N:39]=[CH:38][CH:37]=1.[Cl-].[NH4+]. The catalyst is C(Cl)Cl. The product is [C:20]([O:19][C@H:12]1[C@H:13]([NH:18][C:35](=[O:42])[C:36]2[CH:41]=[CH:40][N:39]=[CH:38][CH:37]=2)[CH2:14][C@H:15]([CH2:16][OH:17])[C@H:11]1[O:10][C:2](=[O:9])[C:3]1[CH:4]=[CH:5][CH:6]=[CH:7][CH:8]=1)(=[O:27])[C:21]1[CH:26]=[CH:25][CH:24]=[CH:23][CH:22]=1. The yield is 0.600. (4) The reactants are C1(P(C2C=CC=CC=2)C2C=CC=CC=2)C=CC=CC=1.N1C=CN=C1.[I:25]I.[CH3:27][O:28][CH2:29][CH2:30][CH2:31][O:32][C:33]1[CH:34]=[C:35]([CH:43]=[CH:44][C:45]=1[O:46][CH3:47])[CH2:36][C@H:37]([CH:40]([CH3:42])[CH3:41])[CH2:38]O. The catalyst is C(Cl)Cl. The product is [CH3:27][O:28][CH2:29][CH2:30][CH2:31][O:32][C:33]1[CH:34]=[C:35]([CH2:36][C@@H:37]([CH2:38][I:25])[CH:40]([CH3:42])[CH3:41])[CH:43]=[CH:44][C:45]=1[O:46][CH3:47]. The yield is 0.900. (5) The reactants are [N:1]1[C:10]2[C:5](=[N:6][CH:7]=[CH:8][CH:9]=2)[CH:4]=[CH:3][C:2]=1[CH2:11][C:12]([C:14]1[CH:19]=[CH:18][CH:17]=[CH:16][N:15]=1)=O.BrBr.[NH2:22][C:23]([NH2:25])=[S:24].N. The catalyst is O1CCOCC1. The product is [N:1]1[C:10]2[C:5](=[N:6][CH:7]=[CH:8][CH:9]=2)[CH:4]=[CH:3][C:2]=1[C:11]1[S:24][C:23]([NH2:25])=[N:22][C:12]=1[C:14]1[CH:19]=[CH:18][CH:17]=[CH:16][N:15]=1. The yield is 0.450. (6) The reactants are [C:1]1([C:7]([C:15]2[CH:20]=[CH:19][CH:18]=[CH:17][CH:16]=2)=[N:8][C@H:9]([C:11]([O:13][CH3:14])=[O:12])[CH3:10])[CH:6]=[CH:5][CH:4]=[CH:3][CH:2]=1.C[Si]([N-][Si](C)(C)C)(C)C.[Na+].C1COCC1.Cl.[N:37]1[CH:42]=[CH:41][C:40]([CH2:43]Cl)=[CH:39][CH:38]=1. The catalyst is CN(C=O)C. The product is [C:1]1([C:7](=[N:8][C:9]([CH3:10])([CH2:43][C:40]2[CH:41]=[CH:42][N:37]=[CH:38][CH:39]=2)[C:11]([O:13][CH3:14])=[O:12])[C:15]2[CH:16]=[CH:17][CH:18]=[CH:19][CH:20]=2)[CH:2]=[CH:3][CH:4]=[CH:5][CH:6]=1. The yield is 0.810. (7) The reactants are [NH2:1][C:2]1[CH:7]=[CH:6][C:5]([C:8]2[O:12][C:11]([CH3:14])([CH3:13])[C:10](=[O:15])[C:9]=2[C:16]2[CH:21]=[CH:20][C:19]([O:22][CH2:23][C:24]3[CH:33]=[CH:32][C:31]4[C:26](=[CH:27][CH:28]=[CH:29][CH:30]=4)[N:25]=3)=[CH:18][CH:17]=2)=[CH:4][CH:3]=1.[CH3:34][C:35](OC(C)=O)=[O:36]. The catalyst is C(Cl)Cl.O. The product is [CH3:14][C:11]1([CH3:13])[O:12][C:8]([C:5]2[CH:6]=[CH:7][C:2]([NH:1][C:35](=[O:36])[CH3:34])=[CH:3][CH:4]=2)=[C:9]([C:16]2[CH:21]=[CH:20][C:19]([O:22][CH2:23][C:24]3[CH:33]=[CH:32][C:31]4[C:26](=[CH:27][CH:28]=[CH:29][CH:30]=4)[N:25]=3)=[CH:18][CH:17]=2)[C:10]1=[O:15]. The yield is 0.260.